Task: Predict the reaction yield, written as a fraction of the theoretical maximum amount of product (1.0 means a 100% yield; for example, 0.34 means a 34% yield).. Dataset: Reaction yield outcomes from USPTO patents with 853,638 reactions (1) The reactants are [NH2:1][C@@H:2]1[C:10]2[C:5](=[CH:6][CH:7]=[CH:8][CH:9]=2)[CH2:4][CH2:3]1.[C:11]([O:15][C:16](O[C:16]([O:15][C:11]([CH3:14])([CH3:13])[CH3:12])=[O:17])=[O:17])([CH3:14])([CH3:13])[CH3:12]. The catalyst is C1COCC1. The product is [C@@H:2]1([NH:1][C:16](=[O:17])[O:15][C:11]([CH3:14])([CH3:13])[CH3:12])[C:10]2[C:5](=[CH:6][CH:7]=[CH:8][CH:9]=2)[CH2:4][CH2:3]1. The yield is 0.940. (2) The reactants are C(OC([N:8]1[CH2:13][CH2:12][CH:11]([N:14](C(OC(C)(C)C)=O)[C:15]2[CH:20]=[CH:19][C:18]([O:21][CH2:22][C:23]#[N:24])=[CH:17][N:16]=2)[CH2:10][CH2:9]1)=O)(C)(C)C.FC(F)(F)C(O)=O.C(=O)([O-])[O-].[K+].[K+]. The catalyst is ClCCl. The product is [NH:8]1[CH2:13][CH2:12][CH:11]([NH:14][C:15]2[N:16]=[CH:17][C:18]([O:21][CH2:22][C:23]#[N:24])=[CH:19][CH:20]=2)[CH2:10][CH2:9]1. The yield is 0.300. (3) The reactants are [O:1]1[C:5]2([CH2:10][CH2:9][NH:8][CH2:7][CH2:6]2)[O:4][CH2:3][CH2:2]1.[CH2:11]([O:18][C:19]1[CH:24]=[CH:23][C:22](I)=[CH:21][CH:20]=1)[C:12]1[CH:17]=[CH:16][CH:15]=[CH:14][CH:13]=1.CC(C)([O-])C.[Na+].O1CCOCC1. The catalyst is C(OCC)(=O)C.CC([O-])=O.CC([O-])=O.[Pd+2].C1(C2C=CC=CC=2)C=CC=CC=1P(C1CCCCC1)C1CCCCC1. The product is [CH2:11]([O:18][C:19]1[CH:24]=[CH:23][C:22]([N:8]2[CH2:9][CH2:10][C:5]3([O:4][CH2:3][CH2:2][O:1]3)[CH2:6][CH2:7]2)=[CH:21][CH:20]=1)[C:12]1[CH:17]=[CH:16][CH:15]=[CH:14][CH:13]=1. The yield is 0.730. (4) The reactants are C([N:8]1[CH2:14][C:13]([CH2:18][C:19]2[CH:24]=[CH:23][CH:22]=[CH:21][CH:20]=2)([N+:15]([O-])=O)[CH2:12][N:11](CC2C=CC=CC=2)[CH2:10][CH2:9]1)C1C=CC=CC=1.C([O-])([O-])=O.[K+].[K+].BrCC(OC(C)(C)C)=O. The catalyst is C(#N)C. The product is [CH2:18]([C:13]1([NH2:15])[CH2:14][NH:8][CH2:9][CH2:10][NH:11][CH2:12]1)[C:19]1[CH:20]=[CH:21][CH:22]=[CH:23][CH:24]=1. The yield is 0.360.